This data is from Forward reaction prediction with 1.9M reactions from USPTO patents (1976-2016). The task is: Predict the product of the given reaction. Given the reactants C[O:2][C:3](=[O:37])[CH2:4][O:5][C:6]1[CH:15]=[CH:14][C:13]([Cl:16])=[C:12]2[C:7]=1[C:8]([O:33][CH:34]([F:36])[F:35])=[C:9]([CH2:19][C:20]1[CH:25]=[CH:24][C:23]([C:26]([N:28]3[CH2:32][CH2:31][CH2:30][CH2:29]3)=[O:27])=[CH:22][CH:21]=1)[C:10]([CH2:17][CH3:18])=[N:11]2.[OH-].[Li+], predict the reaction product. The product is: [Cl:16][C:13]1[CH:14]=[CH:15][C:6]([O:5][CH2:4][C:3]([OH:37])=[O:2])=[C:7]2[C:12]=1[N:11]=[C:10]([CH2:17][CH3:18])[C:9]([CH2:19][C:20]1[CH:21]=[CH:22][C:23]([C:26]([N:28]3[CH2:29][CH2:30][CH2:31][CH2:32]3)=[O:27])=[CH:24][CH:25]=1)=[C:8]2[O:33][CH:34]([F:35])[F:36].